Dataset: NCI-60 drug combinations with 297,098 pairs across 59 cell lines. Task: Regression. Given two drug SMILES strings and cell line genomic features, predict the synergy score measuring deviation from expected non-interaction effect. (1) Drug 1: C1=CN(C(=O)N=C1N)C2C(C(C(O2)CO)O)O.Cl. Drug 2: C1=NC2=C(N=C(N=C2N1C3C(C(C(O3)CO)O)F)Cl)N. Cell line: SF-295. Synergy scores: CSS=0.0390, Synergy_ZIP=0.650, Synergy_Bliss=1.79, Synergy_Loewe=-3.54, Synergy_HSA=-1.65. (2) Drug 1: CCC1=CC2CC(C3=C(CN(C2)C1)C4=CC=CC=C4N3)(C5=C(C=C6C(=C5)C78CCN9C7C(C=CC9)(C(C(C8N6C)(C(=O)OC)O)OC(=O)C)CC)OC)C(=O)OC.C(C(C(=O)O)O)(C(=O)O)O. Drug 2: CCC1(CC2CC(C3=C(CCN(C2)C1)C4=CC=CC=C4N3)(C5=C(C=C6C(=C5)C78CCN9C7C(C=CC9)(C(C(C8N6C=O)(C(=O)OC)O)OC(=O)C)CC)OC)C(=O)OC)O.OS(=O)(=O)O. Cell line: TK-10. Synergy scores: CSS=5.28, Synergy_ZIP=-4.00, Synergy_Bliss=1.01, Synergy_Loewe=0.241, Synergy_HSA=-0.0329. (3) Drug 1: C1CN1C2=NC(=NC(=N2)N3CC3)N4CC4. Drug 2: CS(=O)(=O)OCCCCOS(=O)(=O)C. Cell line: KM12. Synergy scores: CSS=17.8, Synergy_ZIP=2.03, Synergy_Bliss=2.86, Synergy_Loewe=-10.2, Synergy_HSA=-0.997. (4) Drug 1: CC1=CC=C(C=C1)C2=CC(=NN2C3=CC=C(C=C3)S(=O)(=O)N)C(F)(F)F. Drug 2: CC1C(C(CC(O1)OC2CC(OC(C2O)C)OC3=CC4=CC5=C(C(=O)C(C(C5)C(C(=O)C(C(C)O)O)OC)OC6CC(C(C(O6)C)O)OC7CC(C(C(O7)C)O)OC8CC(C(C(O8)C)O)(C)O)C(=C4C(=C3C)O)O)O)O. Cell line: HCT116. Synergy scores: CSS=49.2, Synergy_ZIP=11.3, Synergy_Bliss=8.83, Synergy_Loewe=-15.5, Synergy_HSA=8.70. (5) Drug 1: CC1=C2C(C(=O)C3(C(CC4C(C3C(C(C2(C)C)(CC1OC(=O)C(C(C5=CC=CC=C5)NC(=O)OC(C)(C)C)O)O)OC(=O)C6=CC=CC=C6)(CO4)OC(=O)C)OC)C)OC. Drug 2: C1C(C(OC1N2C=NC(=NC2=O)N)CO)O. Cell line: MDA-MB-231. Synergy scores: CSS=41.0, Synergy_ZIP=-2.93, Synergy_Bliss=-0.878, Synergy_Loewe=-1.36, Synergy_HSA=3.29.